This data is from Forward reaction prediction with 1.9M reactions from USPTO patents (1976-2016). The task is: Predict the product of the given reaction. (1) Given the reactants [NH2:1][CH2:2][C@H:3]([C@@H:5]([C@@H:7]([CH2:9][OH:10])[OH:8])[OH:6])[OH:4].[CH:11](OC)=[O:12], predict the reaction product. The product is: [CH:11]([NH:1][CH2:2][C@H:3]([C@@H:5]([C@@H:7]([CH2:9][OH:10])[OH:8])[OH:6])[OH:4])=[O:12]. (2) The product is: [C:28]([O:32][C:33](=[O:45])[CH2:34][O:35][C:36]1[CH:41]=[CH:40][C:39]([Cl:42])=[CH:38][C:37]=1[C:43]#[C:44][C:2]1[CH:7]=[CH:6][CH:5]=[C:4]([S:8]([CH2:11][CH2:12][CH3:13])(=[O:10])=[O:9])[CH:3]=1)([CH3:31])([CH3:30])[CH3:29]. Given the reactants Br[C:2]1[CH:7]=[CH:6][CH:5]=[C:4]([S:8]([CH2:11][CH2:12][CH3:13])(=[O:10])=[O:9])[CH:3]=1.BrCC1C=CC=C(S(CCC)(=O)=O)C=1.[C:28]([O:32][C:33](=[O:45])[CH2:34][O:35][C:36]1[CH:41]=[CH:40][C:39]([Cl:42])=[CH:38][C:37]=1[C:43]#[CH:44])([CH3:31])([CH3:30])[CH3:29].N1CCCCC1, predict the reaction product. (3) Given the reactants Cl.CN(C)[C@H](C(N)=O)C[C:6]1[CH:11]=[CH:10]C=[CH:8][CH:7]=1.[C:16](N1C=CN=C1)([N:18]1C=CN=C1)=[O:17].[NH:28]1[CH:32]=CN=[CH:29]1.[CH3:33][S:34][CH2:35][CH2:36][NH:37][CH2:38][CH2:39][CH:40]([CH3:42])[CH3:41].[O:43]1[CH2:47][CH2:46][CH2:45][CH2:44]1, predict the reaction product. The product is: [CH3:29][N:28]([CH3:32])[C:47](=[O:43])[C@@H:46]([NH:18][C:16]([N:37]([CH2:38][CH2:39][CH:40]([CH3:42])[CH3:41])[CH2:36][CH2:35][S:34][CH3:33])=[O:17])[CH2:45][C:44]1[CH:10]=[CH:11][CH:6]=[CH:7][CH:8]=1.